From a dataset of Reaction yield outcomes from USPTO patents with 853,638 reactions. Predict the reaction yield, written as a fraction of the theoretical maximum amount of product (1.0 means a 100% yield; for example, 0.34 means a 34% yield). The reactants are [F:1][C:2]1[CH:22]=[CH:21][C:5]([O:6][CH2:7][CH2:8][CH2:9][N:10]2C(=O)C3C(=CC=CC=3)C2=O)=[C:4]([N+:23]([O-:25])=[O:24])[CH:3]=1.O.NN. The catalyst is C(O)C. The product is [F:1][C:2]1[CH:22]=[CH:21][C:5]([O:6][CH2:7][CH2:8][CH2:9][NH2:10])=[C:4]([N+:23]([O-:25])=[O:24])[CH:3]=1. The yield is 1.00.